Dataset: NCI-60 drug combinations with 297,098 pairs across 59 cell lines. Task: Regression. Given two drug SMILES strings and cell line genomic features, predict the synergy score measuring deviation from expected non-interaction effect. (1) Drug 1: CC1=C2C(C(=O)C3(C(CC4C(C3C(C(C2(C)C)(CC1OC(=O)C(C(C5=CC=CC=C5)NC(=O)C6=CC=CC=C6)O)O)OC(=O)C7=CC=CC=C7)(CO4)OC(=O)C)O)C)OC(=O)C. Drug 2: CCC1(CC2CC(C3=C(CCN(C2)C1)C4=CC=CC=C4N3)(C5=C(C=C6C(=C5)C78CCN9C7C(C=CC9)(C(C(C8N6C)(C(=O)OC)O)OC(=O)C)CC)OC)C(=O)OC)O.OS(=O)(=O)O. Cell line: HCT116. Synergy scores: CSS=-6.47, Synergy_ZIP=-0.668, Synergy_Bliss=-6.78, Synergy_Loewe=-5.77, Synergy_HSA=-7.85. (2) Drug 1: COC1=CC(=CC(=C1O)OC)C2C3C(COC3=O)C(C4=CC5=C(C=C24)OCO5)OC6C(C(C7C(O6)COC(O7)C8=CC=CS8)O)O. Drug 2: CC1=CC2C(CCC3(C2CCC3(C(=O)C)OC(=O)C)C)C4(C1=CC(=O)CC4)C. Cell line: SK-OV-3. Synergy scores: CSS=48.3, Synergy_ZIP=6.44, Synergy_Bliss=8.51, Synergy_Loewe=-5.48, Synergy_HSA=9.25. (3) Cell line: IGROV1. Drug 1: CC=C1C(=O)NC(C(=O)OC2CC(=O)NC(C(=O)NC(CSSCCC=C2)C(=O)N1)C(C)C)C(C)C. Synergy scores: CSS=22.9, Synergy_ZIP=-5.73, Synergy_Bliss=1.78, Synergy_Loewe=-73.9, Synergy_HSA=1.64. Drug 2: CC12CCC3C(C1CCC2O)C(CC4=C3C=CC(=C4)O)CCCCCCCCCS(=O)CCCC(C(F)(F)F)(F)F. (4) Drug 1: CC1=C(C=C(C=C1)NC(=O)C2=CC=C(C=C2)CN3CCN(CC3)C)NC4=NC=CC(=N4)C5=CN=CC=C5. Drug 2: CN1C2=C(C=C(C=C2)N(CCCl)CCCl)N=C1CCCC(=O)O.Cl. Cell line: IGROV1. Synergy scores: CSS=0.503, Synergy_ZIP=-0.619, Synergy_Bliss=-0.642, Synergy_Loewe=-0.960, Synergy_HSA=-0.491.